From a dataset of Forward reaction prediction with 1.9M reactions from USPTO patents (1976-2016). Predict the product of the given reaction. The product is: [CH2:1]([O:3][C:4]1[C:13]([O:14][CH3:15])=[CH:12][C:11]2[C:10]([C:16]3[CH:17]=[CH:18][C:19]([C:20]([N:59]4[CH2:60][CH2:61][CH:56]([N:42]5[C:43](=[O:55])[C:44]6[S:48][C:47]([C:49]7[CH:54]=[CH:53][CH:52]=[CH:51][CH:50]=7)=[CH:46][C:45]=6[N:40]([CH2:39][C:36]6[N:37]=[N:38][N:34]([CH2:32][CH3:33])[N:35]=6)[C:41]5=[O:62])[CH2:57][CH2:58]4)=[O:21])=[CH:23][CH:24]=3)=[N:9][C@@H:8]3[CH2:25][CH2:26][S:27](=[O:29])(=[O:30])[CH2:28][C@@H:7]3[C:6]=2[CH:5]=1)[CH3:2]. Given the reactants [CH2:1]([O:3][C:4]1[C:13]([O:14][CH3:15])=[CH:12][C:11]2[C:10]([C:16]3[CH:24]=[CH:23][C:19]([C:20](O)=[O:21])=[CH:18][CH:17]=3)=[N:9][C@@H:8]3[CH2:25][CH2:26][S:27](=[O:30])(=[O:29])[CH2:28][C@@H:7]3[C:6]=2[CH:5]=1)[CH3:2].Cl.[CH2:32]([N:34]1[N:38]=[N:37][C:36]([CH2:39][N:40]2[C:45]3[CH:46]=[C:47]([C:49]4[CH:54]=[CH:53][CH:52]=[CH:51][CH:50]=4)[S:48][C:44]=3[C:43](=[O:55])[N:42]([CH:56]3[CH2:61][CH2:60][NH:59][CH2:58][CH2:57]3)[C:41]2=[O:62])=[N:35]1)[CH3:33].CN(C(ON1N=NC2C=CC=CC1=2)=[N+](C)C)C.F[P-](F)(F)(F)(F)F.CCN(C(C)C)C(C)C, predict the reaction product.